From a dataset of Reaction yield outcomes from USPTO patents with 853,638 reactions. Predict the reaction yield, written as a fraction of the theoretical maximum amount of product (1.0 means a 100% yield; for example, 0.34 means a 34% yield). (1) The reactants are [H-].[Na+].[Cl:3][C:4]1[C:5]2[CH:12]=[CH:11][NH:10][C:6]=2[N:7]=[CH:8][N:9]=1.[CH:13]1(Br)[CH2:17][CH2:16][CH2:15][CH2:14]1. The catalyst is CN(C=O)C. The product is [Cl:3][C:4]1[C:5]2[CH:12]=[CH:11][N:10]([CH:13]3[CH2:17][CH2:16][CH2:15][CH2:14]3)[C:6]=2[N:7]=[CH:8][N:9]=1. The yield is 0.750. (2) The reactants are Br[CH2:2][C:3]#[N:4].Cl[C:6]1[CH:7]=[CH:8][C:9]2[CH2:10][NH:11][CH2:12][C@@H:13]([C:17]3[CH:22]=[CH:21][CH:20]=[CH:19][CH:18]=3)[O:14][C:15]=2[N:16]=1.[CH3:23][O:24][C:25]1[CH:26]=[C:27]([CH:29]=[CH:30][C:31]=1[N:32]1[CH:36]=[C:35]([CH3:37])[N:34]=[CH:33]1)[NH2:28].C(=O)([O-])[O-].[Cs+].[Cs+]. The catalyst is C(Cl)Cl.C([O-])(=O)C.[Pd+2].C([O-])(=O)C. The product is [CH3:23][O:24][C:25]1[CH:26]=[C:27]([NH:28][C:6]2[CH:7]=[CH:8][C:9]3[CH2:10][N:11]([CH2:2][C:3]#[N:4])[CH2:12][C@@H:13]([C:17]4[CH:22]=[CH:21][CH:20]=[CH:19][CH:18]=4)[O:14][C:15]=3[N:16]=2)[CH:29]=[CH:30][C:31]=1[N:32]1[CH:36]=[C:35]([CH3:37])[N:34]=[CH:33]1. The yield is 0.0800. (3) The reactants are [CH2:1]([O:8][C:9]1[CH:10]=[C:11]([CH:14]=[CH:15][C:16]=1[O:17][CH2:18][CH3:19])[CH:12]=[O:13])[C:2]1[CH:7]=[CH:6][CH:5]=[CH:4][CH:3]=1.[H-].[Al+3].[Li+].[H-].[H-].[H-].O.O.O.O.O.O.O.O.O.O.[O-]S([O-])(=O)=O.[Na+].[Na+]. The catalyst is O1CCCC1. The product is [CH2:1]([O:8][C:9]1[CH:10]=[C:11]([CH:14]=[CH:15][C:16]=1[O:17][CH2:18][CH3:19])[CH2:12][OH:13])[C:2]1[CH:3]=[CH:4][CH:5]=[CH:6][CH:7]=1. The yield is 0.910.